This data is from B-cell epitopes from IEDB database with 3,159 antigens for binding position prediction. The task is: Token-level Classification. Given an antigen amino acid sequence, predict which amino acid positions are active epitope sites capable of antibody binding. Output is a list of indices for active positions. Given the antigen sequence: MNQRKKVVRPPFNMLKRERNRVSTPQGLVKRFSTGLFSGKGPLRMVLAFITFLRVLSIPPTAGILKRWGQLKKNKAIKILIGFRKEIGRMLNILNGRKRSTITLLCLIPTVMAFSLSTRDGEPLMIVAKHERGRPLLFKTTEGINKCTLIAMDLGEMCEDTVTYKCPLLVNTEPEDIDCWCNLTSTWVMYGTCTQSGERRREKRSVALTPHSGMGLETRAETWMSSEGAWKHAQRVESWILRNPGFALLAGFMAYMIGQTGIQRTVFFVLMMLVAPSYGMRCVGVGNRDFVEGVSGGAWVDLVLEHGGCVTTMAQGKPTLDFELTKTTAKEVALLRTYCIEASISNITTATRCPTQGEPYLKEEQDQQYICRRDVVDRGWGNGCGLFGKGGVVTCAKFSCSGKITGNLVQIENLEYTVVVTVHNGDTHAVGNDTSNHGVTAMITPRSPSVEVKLPDYGELTLDCEPRSGIDFNEMILMKMKKKTWLVHKQWFLDLPLPWT..., which amino acid positions are active epitope sites? The epitope positions are: [1392, 1393, 1394, 1395, 1396, 1397, 1398, 1399, 1400, 1401, 1402, 1403, 1404, 1405, 1406]. The amino acids at these positions are: ADLSLEKAANVQWDE.